This data is from Forward reaction prediction with 1.9M reactions from USPTO patents (1976-2016). The task is: Predict the product of the given reaction. (1) Given the reactants Cl[C:2]1[C:11]2[C:6](=[CH:7][C:8]([O:16][CH3:17])=[C:9]([O:12][CH2:13][CH2:14][Cl:15])[CH:10]=2)[N:5]=[CH:4][N:3]=1.[NH2:18][C:19]1[C:24]([Cl:25])=[CH:23][N:22]=[C:21]2[O:26][CH2:27][O:28][C:20]=12, predict the reaction product. The product is: [Cl:15][CH2:14][CH2:13][O:12][C:9]1[CH:10]=[C:11]2[C:6](=[CH:7][C:8]=1[O:16][CH3:17])[N:5]=[CH:4][N:3]=[C:2]2[NH:18][C:19]1[C:24]([Cl:25])=[CH:23][N:22]=[C:21]2[O:26][CH2:27][O:28][C:20]=12. (2) Given the reactants [CH3:1][N:2]1[C:14]2[CH:13]=[CH:12][C:11]([CH:15]([CH3:20])[C:16]([O:18]C)=[O:17])=[CH:10][C:9]=2[C:8]2[C:3]1=[CH:4][CH:5]=[CH:6][CH:7]=2.C1COCC1.CO.O.[OH-].[Li+], predict the reaction product. The product is: [CH3:1][N:2]1[C:14]2[CH:13]=[CH:12][C:11]([CH:15]([CH3:20])[C:16]([OH:18])=[O:17])=[CH:10][C:9]=2[C:8]2[C:3]1=[CH:4][CH:5]=[CH:6][CH:7]=2. (3) Given the reactants CC([CH:5]1[CH2:10][CH:9]([CH2:11][N:12]2[CH2:17][CH2:16][CH2:15][CH2:14][CH2:13]2)[CH2:8][CH2:7][N:6]1[C:18]([O-])=O)(C)C.C(O)(C(F)(F)F)=O.[CH3:28][O:29][C:30]1[CH:35]=C(F)[CH:33]=[CH:32][C:31]=1[N+:37]([O-:39])=[O:38].C([O-])([O-])=O.[K+].[K+], predict the reaction product. The product is: [CH3:28][O:29][C:30]1[CH:35]=[C:18]([N:6]2[CH2:5][CH2:10][CH:9]([CH2:11][N:12]3[CH2:13][CH2:14][CH2:15][CH2:16][CH2:17]3)[CH2:8][CH2:7]2)[CH:33]=[CH:32][C:31]=1[N+:37]([O-:39])=[O:38]. (4) Given the reactants [CH3:1][O:2][C:3]1[CH:15]=[CH:14][C:13]2[C:12]3[C:7](=[CH:8][CH:9]=[CH:10][CH:11]=3)[NH:6][C:5]=2[CH:4]=1.[H-].[Na+].Br[CH2:19][CH2:20][C:21]([CH3:24])([CH3:23])[CH3:22], predict the reaction product. The product is: [CH3:22][C:21]([CH3:24])([CH3:23])[CH2:20][CH2:19][N:6]1[C:5]2[CH:4]=[C:3]([O:2][CH3:1])[CH:15]=[CH:14][C:13]=2[C:12]2[C:7]1=[CH:8][CH:9]=[CH:10][CH:11]=2. (5) Given the reactants [NH2:1][C@@H:2]1[C:10]2[C:5](=[CH:6][CH:7]=[CH:8][CH:9]=2)[CH2:4][C@@H:3]1[OH:11].[C:12]([O:16][C:17](O[C:17]([O:16][C:12]([CH3:15])([CH3:14])[CH3:13])=[O:18])=[O:18])([CH3:15])([CH3:14])[CH3:13], predict the reaction product. The product is: [OH:11][C@H:3]1[CH2:4][C:5]2[C:10](=[CH:9][CH:8]=[CH:7][CH:6]=2)[C@H:2]1[NH:1][C:17](=[O:18])[O:16][C:12]([CH3:15])([CH3:14])[CH3:13]. (6) Given the reactants Cl.[N+:2]([C:5]1(OCC)[CH:10]=[CH:9][C:8](N)=[CH:7][CH2:6]1)([O-:4])=[O:3].[C:15]([C:19]1[CH:20]=[C:21]([CH:25]=[C:26]([C:29]([CH3:32])([CH3:31])[CH3:30])[C:27]=1[OH:28])[C:22]([OH:24])=O)([CH3:18])([CH3:17])[CH3:16].[CH2:33]([N:35](CC)CC)[CH3:34].C1(N=C=NC2CCCCC2)CCCCC1, predict the reaction product. The product is: [CH3:30][C:29]([C:26]1[CH:25]=[C:21]([CH:20]=[C:19]([C:15]([CH3:17])([CH3:16])[CH3:18])[C:27]=1[OH:28])[C:22]([NH:35][CH2:33][CH2:34][C:8]1[CH:7]=[CH:6][C:5]([N+:2]([O-:4])=[O:3])=[CH:10][CH:9]=1)=[O:24])([CH3:31])[CH3:32]. (7) Given the reactants [CH3:1][O-:2].[Na+].CO.[Br:6][C:7]1[C:8]([N+]([O-])=O)=[C:9]([CH3:15])[C:10]([CH3:14])=[N+:11]([O-:13])[CH:12]=1, predict the reaction product. The product is: [Br:6][C:7]1[C:8]([O:2][CH3:1])=[C:9]([CH3:15])[C:10]([CH3:14])=[N+:11]([O-:13])[CH:12]=1. (8) Given the reactants Br[C:2]1[C:3]([F:11])=[C:4]([C:8](=[O:10])[CH3:9])[CH:5]=[CH:6][CH:7]=1.[CH2:12](B(O)O)[CH3:13].P([O-])([O-])([O-])=O.[K+].[K+].[K+].O, predict the reaction product. The product is: [CH2:12]([C:2]1[C:3]([F:11])=[C:4]([C:8](=[O:10])[CH3:9])[CH:5]=[CH:6][CH:7]=1)[CH3:13]. (9) Given the reactants [S:1]1[CH:5]=[CH:4][CH:3]=[C:2]1[CH:6]=O.[CH3:8][O:9][CH:10]([O:13][CH3:14])[CH2:11][NH2:12], predict the reaction product. The product is: [CH3:8][O:9][CH:10]([O:13][CH3:14])[CH2:11][N:12]=[CH:6][C:2]1[S:1][CH:5]=[CH:4][CH:3]=1. (10) Given the reactants [NH2:1][C:2]1[C:3]([C:14]([OH:16])=[O:15])=[N:4][C:5]2[C:10]([CH:11]=1)=[CH:9][CH:8]=[C:7]([CH:12]=[CH2:13])[CH:6]=2.[OH-].[Na+].Cl[C:20]([O:22][CH2:23][C:24]1[CH:29]=[CH:28][CH:27]=[CH:26][CH:25]=1)=[O:21], predict the reaction product. The product is: [CH2:23]([O:22][C:20]([NH:1][C:2]1[C:3]([C:14]([OH:16])=[O:15])=[N:4][C:5]2[C:10]([CH:11]=1)=[CH:9][CH:8]=[C:7]([CH:12]=[CH2:13])[CH:6]=2)=[O:21])[C:24]1[CH:29]=[CH:28][CH:27]=[CH:26][CH:25]=1.